From a dataset of Full USPTO retrosynthesis dataset with 1.9M reactions from patents (1976-2016). Predict the reactants needed to synthesize the given product. (1) Given the product [CH3:1][N:2]1[C@@H:19]2[CH2:20][C:7]3[CH:8]=[CH:9][C:10]([O:21][CH3:22])=[C:11]4[O:12][C@H:13]5[C:14]([CH2:16][CH2:17][C@@H:18]2[C@:5]5([C:6]=34)[CH2:4][CH2:3]1)=[O:15].[CH:23]([OH:32])([C:29]([OH:31])=[O:30])[CH:24]([OH:28])[C:25]([OH:27])=[O:26].[CH3:55][C:54]([NH:2][C:36]1[CH:37]=[CH:38][C:33]([OH:52])=[CH:34][CH:35]=1)=[O:73], predict the reactants needed to synthesize it. The reactants are: [CH3:1][N:2]1[C@@H:19]2[CH2:20][C:7]3[CH:8]=[CH:9][C:10]([O:21][CH3:22])=[C:11]4[O:12][C@H:13]5[C:14]([CH2:16][CH2:17][C@@H:18]2[C@:5]5([C:6]=34)[CH2:4][CH2:3]1)=[O:15].[CH:23]([OH:32])([C:29]([OH:31])=[O:30])[CH:24]([OH:28])[C:25]([OH:27])=[O:26].[C:33]([O-:52])(=O)[CH2:34][CH2:35][CH2:36][CH2:37][CH2:38]CCCCCCCCCCCC.[Mg+2].[C:54]([O-:73])(=O)[CH2:55]CCCCCCCCCCCCCCCC. (2) The reactants are: [Cl:1][C:2]1[C:7]([C:8]2[N:9]=[C:10]([C:20]([CH3:23])([CH3:22])[CH3:21])[S:11][C:12]=2[C:13]2[CH:18]=[CH:17][N:16]=[C:15](Cl)[N:14]=2)=[CH:6][CH:5]=[CH:4][C:3]=1[NH:24][S:25]([C:28]1[O:29][CH:30]=[CH:31][CH:32]=1)(=[O:27])=[O:26].[OH-].[NH4+:34]. Given the product [NH2:34][C:15]1[N:14]=[C:13]([C:12]2[S:11][C:10]([C:20]([CH3:22])([CH3:23])[CH3:21])=[N:9][C:8]=2[C:7]2[C:2]([Cl:1])=[C:3]([NH:24][S:25]([C:28]3[O:29][CH:30]=[CH:31][CH:32]=3)(=[O:26])=[O:27])[CH:4]=[CH:5][CH:6]=2)[CH:18]=[CH:17][N:16]=1, predict the reactants needed to synthesize it. (3) Given the product [CH3:1][C:2]1[CH:26]=[C:25]([C:27]([N:29]2[CH2:35][CH2:34][CH2:33][CH2:32][C:31]3[CH:36]=[CH:37][CH:38]=[CH:39][C:30]2=3)=[O:28])[CH:24]=[CH:23][C:3]=1[CH2:4][NH:5][C:6]([N:8]1[C:17]2[C:12](=[CH:13][CH:14]=[CH:15][C:16]=2[F:18])[N:11]([CH2:19][CH:20]=[O:21])[C:10](=[O:22])[CH2:9]1)=[O:7], predict the reactants needed to synthesize it. The reactants are: [CH3:1][C:2]1[CH:26]=[C:25]([C:27]([N:29]2[CH2:35][CH2:34][CH2:33][CH2:32][C:31]3[CH:36]=[CH:37][CH:38]=[CH:39][C:30]2=3)=[O:28])[CH:24]=[CH:23][C:3]=1[CH2:4][NH:5][C:6]([N:8]1[C:17]2[C:12](=[CH:13][CH:14]=[CH:15][C:16]=2[F:18])[N:11]([CH2:19][CH2:20][OH:21])[C:10](=[O:22])[CH2:9]1)=[O:7].CC(OI1(OC(C)=O)(OC(C)=O)OC(=O)C2C=CC=CC1=2)=O. (4) Given the product [Br:10][C:11]1[CH:17]=[C:16]([CH3:18])[C:15]([CH3:19])=[CH:14][C:12]=1[NH:13][CH:2]([CH3:4])[CH3:1], predict the reactants needed to synthesize it. The reactants are: [CH3:1][C:2]([CH3:4])=O.S(=O)(=O)(O)O.[Br:10][C:11]1[CH:17]=[C:16]([CH3:18])[C:15]([CH3:19])=[CH:14][C:12]=1[NH2:13].[BH4-].[Na+]. (5) Given the product [CH3:27][O:28][C:29]1[CH:30]=[C:31]([C:10]2[C:11]3[C:12]4[C:17](=[CH:16][CH:15]=[CH:14][CH:13]=4)[C:18]4[C:23](=[CH:22][CH:21]=[CH:20][CH:19]=4)[C:24]=3[CH:7]=[CH:8][CH:9]=2)[CH:32]=[CH:33][CH:34]=1, predict the reactants needed to synthesize it. The reactants are: FC(F)(F)S(O[C:7]1[C:24]2[C:23]3[C:18](=[CH:19][CH:20]=[CH:21][CH:22]=3)[C:17]3[C:12](=[CH:13][CH:14]=[CH:15][CH:16]=3)[C:11]=2[CH:10]=[CH:9][CH:8]=1)(=O)=O.[CH3:27][O:28][C:29]1[CH:30]=[C:31](B(O)O)[CH:32]=[CH:33][CH:34]=1.C1(P(C2CCCCC2)C2C=CC=CC=2C2C(OC)=CC=CC=2OC)CCCCC1.[O-]P([O-])([O-])=O.[K+].[K+].[K+]. (6) Given the product [CH:12]([C:11]1[CH:10]=[C:8]([OH:9])[C:5]([O:6][CH3:7])=[CH:4][CH:3]=1)=[CH2:13], predict the reactants needed to synthesize it. The reactants are: O=C[C:3]1[CH:11]=[CH:10][C:8]([OH:9])=[C:5]([O:6][CH3:7])[CH:4]=1.[C:12](O)(=O)[CH2:13]C(O)=O.N1CCCCC1. (7) Given the product [CH3:12][N:13]([C:8](=[O:10])[CH2:7][N:4]1[CH2:5][CH2:6][O:1][CH2:2][CH2:3]1)[NH2:14], predict the reactants needed to synthesize it. The reactants are: [O:1]1[CH2:6][CH2:5][N:4]([CH2:7][C:8]([O:10]C)=O)[CH2:3][CH2:2]1.[CH3:12][NH:13][NH2:14]. (8) Given the product [CH:1]([N:4]([CH3:27])[C:5]1[C:6]([C:19]2[CH:20]=[N:21][C:22]([O:25][CH3:26])=[CH:23][CH:24]=2)=[N:7][C:8]2[C:13]([N:14]=1)=[CH:12][C:11]([C:15]([OH:17])=[O:16])=[CH:10][CH:9]=2)([CH3:3])[CH3:2], predict the reactants needed to synthesize it. The reactants are: [CH:1]([N:4]([CH3:27])[C:5]1[C:6]([C:19]2[CH:20]=[N:21][C:22]([O:25][CH3:26])=[CH:23][CH:24]=2)=[N:7][C:8]2[C:13]([N:14]=1)=[CH:12][C:11]([C:15]([O:17]C)=[O:16])=[CH:10][CH:9]=2)([CH3:3])[CH3:2].[OH-].[Na+].